From a dataset of Catalyst prediction with 721,799 reactions and 888 catalyst types from USPTO. Predict which catalyst facilitates the given reaction. (1) Reactant: [OH:1][C:2]1[CH:7]=[CH:6][C:5]([CH2:8][C:9](=[O:11])[CH3:10])=[CH:4][CH:3]=1.[Br:12][CH2:13][CH2:14][CH2:15]Br.C(=O)([O-])[O-].[K+].[K+].[I-].[K+]. Product: [Br:12][CH2:13][CH2:14][CH2:15][O:1][C:2]1[CH:3]=[CH:4][C:5]([CH2:8][C:9]([CH3:10])=[O:11])=[CH:6][CH:7]=1. The catalyst class is: 35. (2) Reactant: [C:1]([O:5][C:6]([N:8]1[CH2:13][CH2:12][CH2:11][CH2:10][C@H:9]1[CH2:14][NH2:15])=[O:7])([CH3:4])([CH3:3])[CH3:2].ClN1[C:26]2[C:21](=[CH:22][CH:23]=[CH:24][CH:25]=2)[N:20]=[CH:19]C1.[CH:27]([N:30](C(C)C)CC)(C)C. Product: [C:1]([O:5][C:6]([N:8]1[CH2:13][CH2:12][CH2:11][CH2:10][CH:9]1[CH2:14][NH:15][C:27]1[C:26]2[C:21](=[CH:22][CH:23]=[CH:24][CH:25]=2)[N:20]=[CH:19][N:30]=1)=[O:7])([CH3:4])([CH3:3])[CH3:2]. The catalyst class is: 7.